From a dataset of Ames mutagenicity test results for genotoxicity prediction. Regression/Classification. Given a drug SMILES string, predict its toxicity properties. Task type varies by dataset: regression for continuous values (e.g., LD50, hERG inhibition percentage) or binary classification for toxic/non-toxic outcomes (e.g., AMES mutagenicity, cardiotoxicity, hepatotoxicity). Dataset: ames. (1) The compound is C=CCOC(=O)C=C. The result is 0 (non-mutagenic). (2) The molecule is O=[N+]([O-])c1ccc(/C=C/c2cccc(Cl)c2)cc1. The result is 1 (mutagenic). (3) The molecule is Nc1cccc2ccc3ccccc3c12. The result is 0 (non-mutagenic). (4) The compound is COc1c(OC)c2occc2c2oc(=O)ccc12. The result is 0 (non-mutagenic).